From a dataset of Forward reaction prediction with 1.9M reactions from USPTO patents (1976-2016). Predict the product of the given reaction. (1) The product is: [Cl:46][C:45]1[N:31]2[CH:32]=[C:33]([C:40]3[CH:44]=[CH:43][O:42][CH:41]=3)[CH:34]=[C:35]([C:36]([F:38])([F:39])[F:37])[C:30]2=[N:29][C:28]=1[C:26]([N:23]1[CH2:22][CH:21]=[C:20]([C:17]2[CH2:16][NH:15][CH2:19][CH:18]=2)[CH2:25][CH2:24]1)=[O:27]. Given the reactants Cl.O1CCOCC1.C(OC([N:15]1[CH2:19][CH:18]=[C:17]([C:20]2[CH2:21][CH2:22][N:23]([C:26]([C:28]3[N:29]=[C:30]4[C:35]([C:36]([F:39])([F:38])[F:37])=[CH:34][C:33]([C:40]5[CH:44]=[CH:43][O:42][CH:41]=5)=[CH:32][N:31]4[C:45]=3[Cl:46])=[O:27])[CH2:24][CH:25]=2)[CH2:16]1)=O)(C)(C)C, predict the reaction product. (2) Given the reactants [H-].[Na+].[Br:3][C:4]1[CH:5]=[C:6]2[C:10](=[CH:11][CH:12]=1)[NH:9][N:8]=[C:7]2[CH3:13].[CH2:14](I)[CH2:15][CH3:16].[Cl-].[NH4+], predict the reaction product. The product is: [Br:3][C:4]1[CH:12]=[CH:11][C:10]2[C:6](=[C:7]([CH3:13])[N:8]([CH2:14][CH2:15][CH3:16])[N:9]=2)[CH:5]=1. (3) Given the reactants [NH:1]1[C:5]2=[CH:6][N:7]=[CH:8][CH:9]=[C:4]2[CH:3]=[C:2]1[C:10](=O)[CH3:11].[C:13]([NH:16][NH2:17])([NH2:15])=[NH:14].[ClH:18], predict the reaction product. The product is: [ClH:18].[ClH:18].[NH:1]1[C:5]2=[CH:6][N:7]=[CH:8][CH:9]=[C:4]2[CH:3]=[C:2]1[C:10](=[N:17][NH:16][C:13]([NH2:15])=[NH:14])[CH3:11]. (4) Given the reactants [Cl:1][C:2]1[CH:7]=[CH:6][C:5]([S:8]([NH:11][C@H:12]([C:14](N(OC)C)=[O:15])[CH3:13])(=[O:10])=[O:9])=[CH:4][CH:3]=1.[CH2:20]([Mg]Cl)[CH2:21][CH3:22], predict the reaction product. The product is: [Cl:1][C:2]1[CH:7]=[CH:6][C:5]([S:8]([NH:11][CH:12]([CH3:13])[C:14](=[O:15])[CH2:20][CH2:21][CH3:22])(=[O:10])=[O:9])=[CH:4][CH:3]=1. (5) The product is: [CH2:1]([O:3][C:4](=[O:13])[C:5]1[CH:10]=[CH:9][C:8]([F:11])=[CH:7][C:6]=1[NH:12][C:14](=[O:16])[CH3:15])[CH3:2]. Given the reactants [CH2:1]([O:3][C:4](=[O:13])[C:5]1[CH:10]=[CH:9][C:8]([F:11])=[CH:7][C:6]=1[NH2:12])[CH3:2].[C:14](Cl)(=[O:16])[CH3:15], predict the reaction product. (6) Given the reactants [CH:1]1([N:7]2[CH2:11][C@@H:10]([C:12]3[CH:17]=[CH:16][CH:15]=[CH:14][CH:13]=3)[N:9]([CH:18]3[CH2:23][CH2:22][N:21]([CH2:24][C:25]4[CH:33]=[CH:32][C:28]([C:29](O)=[O:30])=[CH:27][CH:26]=4)[CH2:20][CH2:19]3)[C:8]2=[O:34])[CH2:6][CH2:5][CH2:4][CH2:3][CH2:2]1.[C:35]([N:42]1[CH2:47][CH2:46][NH:45][CH2:44][CH2:43]1)([O:37][C:38]([CH3:41])([CH3:40])[CH3:39])=[O:36].CCN=C=NCCCN(C)C.C1C=CC2N(O)N=NC=2C=1.CN1CCOCC1, predict the reaction product. The product is: [C:38]([O:37][C:35]([N:42]1[CH2:43][CH2:44][N:45]([C:29](=[O:30])[C:28]2[CH:32]=[CH:33][C:25]([CH2:24][N:21]3[CH2:22][CH2:23][CH:18]([N:9]4[C@H:10]([C:12]5[CH:13]=[CH:14][CH:15]=[CH:16][CH:17]=5)[CH2:11][N:7]([CH:1]5[CH2:6][CH2:5][CH2:4][CH2:3][CH2:2]5)[C:8]4=[O:34])[CH2:19][CH2:20]3)=[CH:26][CH:27]=2)[CH2:46][CH2:47]1)=[O:36])([CH3:41])([CH3:40])[CH3:39]. (7) Given the reactants [Cl:1][C:2]1[C:3]([CH3:12])=[C:4]([C:10]#N)[C:5]([O:8][CH3:9])=[N:6][CH:7]=1.C1(C)C=CC=CC=1.[H-].C([NH2+]CC(C)C)C(C)C.Cl.[OH2:31], predict the reaction product. The product is: [Cl:1][C:2]1[C:3]([CH3:12])=[C:4]([CH:10]=[O:31])[C:5]([O:8][CH3:9])=[N:6][CH:7]=1.